The task is: Predict the reaction yield, written as a fraction of the theoretical maximum amount of product (1.0 means a 100% yield; for example, 0.34 means a 34% yield).. This data is from Reaction yield outcomes from USPTO patents with 853,638 reactions. (1) The reactants are [F:1][C:2]([F:14])([F:13])[C:3]1[CH:12]=[CH:11][C:6](/[CH:7]=[CH:8]/[CH2:9][OH:10])=[CH:5][CH:4]=1. The catalyst is C(Cl)Cl.[O-2].[O-2].[Mn+4]. The product is [F:1][C:2]([F:13])([F:14])[C:3]1[CH:12]=[CH:11][C:6](/[CH:7]=[CH:8]/[CH:9]=[O:10])=[CH:5][CH:4]=1. The yield is 0.900. (2) The product is [Cl:1][C:2]1[C:3]([C:12]([NH:15][C:16]2[CH:21]=[CH:20][N:19]=[C:18]([C:22]([O:24][CH3:25])=[O:23])[CH:17]=2)=[O:13])=[N:4][C:5]2[C:10]([N:11]=1)=[CH:9][CH:8]=[CH:7][CH:6]=2. The reactants are [Cl:1][C:2]1[C:3]([C:12](Cl)=[O:13])=[N:4][C:5]2[C:10]([N:11]=1)=[CH:9][CH:8]=[CH:7][CH:6]=2.[NH2:15][C:16]1[CH:21]=[CH:20][N:19]=[C:18]([C:22]([O:24][CH3:25])=[O:23])[CH:17]=1.N1C=CC=CC=1.O. The yield is 0.550. The catalyst is ClCCl.